From a dataset of Reaction yield outcomes from USPTO patents with 853,638 reactions. Predict the reaction yield, written as a fraction of the theoretical maximum amount of product (1.0 means a 100% yield; for example, 0.34 means a 34% yield). (1) The reactants are [CH3:1][C:2]1[CH:7]=[CH:6][N:5]=[C:4]([C:8]2([C:11]#[N:12])[CH2:10][CH2:9]2)[CH:3]=1.[Mn]([O-])(=O)(=O)=[O:14].[K+].Cl.[OH2:20]. No catalyst specified. The product is [C:11]([C:8]1([C:4]2[CH:3]=[C:2]([CH:7]=[CH:6][N:5]=2)[C:1]([OH:14])=[O:20])[CH2:10][CH2:9]1)#[N:12]. The yield is 0.340. (2) The reactants are [Cl:1][C:2]1[CH:3]=[C:4]([C:10]2[CH:14]=[CH:13][N:12]([CH2:15][C@H:16]([NH:18][C:19]([C:21]3[N:22]=[C:23]([CH:26]4[CH2:31][CH2:30][NH:29][CH2:28][CH2:27]4)[S:24][CH:25]=3)=[O:20])[CH3:17])[N:11]=2)[CH:5]=[CH:6][C:7]=1[C:8]#[N:9].N1C=CC=CC=1.[CH3:38][S:39](Cl)(=[O:41])=[O:40].O. The catalyst is C(Cl)Cl. The product is [Cl:1][C:2]1[CH:3]=[C:4]([C:10]2[CH:14]=[CH:13][N:12]([CH2:15][C@H:16]([NH:18][C:19]([C:21]3[N:22]=[C:23]([CH:26]4[CH2:31][CH2:30][N:29]([S:39]([CH3:38])(=[O:41])=[O:40])[CH2:28][CH2:27]4)[S:24][CH:25]=3)=[O:20])[CH3:17])[N:11]=2)[CH:5]=[CH:6][C:7]=1[C:8]#[N:9]. The yield is 0.355.